From a dataset of Reaction yield outcomes from USPTO patents with 853,638 reactions. Predict the reaction yield, written as a fraction of the theoretical maximum amount of product (1.0 means a 100% yield; for example, 0.34 means a 34% yield). The reactants are [CH3:1][O:2][C:3]1[CH:11]=[CH:10][C:6]([C:7]([NH2:9])=[S:8])=[CH:5][CH:4]=1.C(N(CC)CC)C.Br[CH2:20][C:21](=O)[C:22]([O:24][CH2:25][CH3:26])=[O:23]. The catalyst is C(O)C. The product is [CH2:25]([O:24][C:22]([C:21]1[N:9]=[C:7]([C:6]2[CH:10]=[CH:11][C:3]([O:2][CH3:1])=[CH:4][CH:5]=2)[S:8][CH:20]=1)=[O:23])[CH3:26]. The yield is 0.480.